From a dataset of Forward reaction prediction with 1.9M reactions from USPTO patents (1976-2016). Predict the product of the given reaction. (1) The product is: [N:18]1([CH2:17][C@H:16]([C:23]2[CH:24]=[CH:25][CH:26]=[CH:27][CH:28]=2)[O:15][C:14]2[CH:13]=[CH:12][C:11]3[C:10](=[O:29])[CH2:9][CH2:8][CH2:7][C:6]=3[C:5]=2[CH2:4][NH:3][S:38]([C:35]2[CH:34]=[CH:33][C:32]([O:31][CH3:30])=[CH:37][CH:36]=2)(=[O:40])=[O:39])[CH:22]=[CH:21][N:20]=[CH:19]1. Given the reactants Cl.Cl.[NH2:3][CH2:4][C:5]1[C:14]([O:15][C@@H:16]([C:23]2[CH:28]=[CH:27][CH:26]=[CH:25][CH:24]=2)[CH2:17][N:18]2[CH:22]=[CH:21][N:20]=[CH:19]2)=[CH:13][CH:12]=[C:11]2[C:6]=1[CH2:7][CH2:8][CH2:9][C:10]2=[O:29].[CH3:30][O:31][C:32]1[CH:37]=[CH:36][C:35]([S:38](Cl)(=[O:40])=[O:39])=[CH:34][CH:33]=1, predict the reaction product. (2) Given the reactants [C:1]([CH2:3][CH2:4][NH:5][CH:6]([CH2:10][C:11]([F:14])([F:13])[F:12])[C:7]([OH:9])=[O:8])#[N:2].C[O-].[Na+].[H][H], predict the reaction product. The product is: [NH2:2][CH2:1][CH2:3][CH2:4][NH:5][CH:6]([CH2:10][C:11]([F:12])([F:13])[F:14])[C:7]([OH:9])=[O:8]. (3) Given the reactants [CH3:1][O:2][C:3]1[CH:12]=[CH:11][C:10]2[C:5](=[CH:6][CH:7]=[C:8]([C:13]3[CH:18]=[CH:17][CH:16]=[C:15]([O:19][CH3:20])[CH:14]=3)[CH:9]=2)[C:4]=1/[CH:21]=[CH:22]/[C:23](O)=[O:24].[NH2:26][C:27]1[CH:32]=[CH:31][CH:30]=[CH:29][CH:28]=1, predict the reaction product. The product is: [CH3:1][O:2][C:3]1[CH:12]=[CH:11][C:10]2[C:5](=[CH:6][CH:7]=[C:8]([C:13]3[CH:18]=[CH:17][CH:16]=[C:15]([O:19][CH3:20])[CH:14]=3)[CH:9]=2)[C:4]=1/[CH:21]=[CH:22]/[C:23]([NH:26][C:27]1[CH:32]=[CH:31][CH:30]=[CH:29][CH:28]=1)=[O:24]. (4) Given the reactants [Cl:1][C:2]1[CH:3]=[CH:4][C:5]([C:28]([F:31])([F:30])[F:29])=[C:6]([CH:27]=1)[CH2:7][N:8]1[CH2:13][CH2:12][NH:11][C:10]2[N:14]=[CH:15][C:16]([C:18]3[CH:19]=[C:20]([CH:24]=[CH:25][CH:26]=3)[C:21](O)=[O:22])=[CH:17][C:9]1=2.[CH:32]([N:45]1[CH2:50][CH2:49][NH:48][CH2:47][CH2:46]1)([C:39]1[CH:44]=[CH:43][CH:42]=[CH:41][CH:40]=1)[C:33]1[CH:38]=[CH:37][CH:36]=[CH:35][CH:34]=1, predict the reaction product. The product is: [CH:32]([N:45]1[CH2:50][CH2:49][N:48]([C:21]([C:20]2[CH:24]=[CH:25][CH:26]=[C:18]([C:16]3[CH:15]=[N:14][C:10]4[NH:11][CH2:12][CH2:13][N:8]([CH2:7][C:6]5[CH:27]=[C:2]([Cl:1])[CH:3]=[CH:4][C:5]=5[C:28]([F:29])([F:31])[F:30])[C:9]=4[CH:17]=3)[CH:19]=2)=[O:22])[CH2:47][CH2:46]1)([C:39]1[CH:44]=[CH:43][CH:42]=[CH:41][CH:40]=1)[C:33]1[CH:38]=[CH:37][CH:36]=[CH:35][CH:34]=1. (5) The product is: [NH:1]1[C:9]2[C:4](=[CH:5][CH:6]=[CH:7][CH:8]=2)[C:3]([C:10]([O:12][CH3:18])=[O:11])=[N:2]1. Given the reactants [NH:1]1[C:9]2[C:4](=[CH:5][CH:6]=[CH:7][CH:8]=2)[C:3]([C:10]([OH:12])=[O:11])=[N:2]1.S(=O)(=O)(O)O.[CH3:18]O, predict the reaction product. (6) Given the reactants [Cl:1][C:2]1[CH:22]=[CH:21][C:5]([CH2:6][NH:7][C:8]([C:10]2[C:11]([OH:20])=[C:12]3[CH:18]=[C:17](I)[S:16][C:13]3=[N:14][CH:15]=2)=[O:9])=[CH:4][CH:3]=1.C(N(CC)CC)C.[NH:30]1[CH2:35][CH2:34][O:33][CH2:32][CH2:31]1.C1C=CC(P(C2C=CC=CC=2)CCCP(C2C=CC=CC=2)C2C=CC=CC=2)=CC=1.CN([CH:68]=[O:69])C, predict the reaction product. The product is: [Cl:1][C:2]1[CH:22]=[CH:21][C:5]([CH2:6][NH:7][C:8]([C:10]2[C:11]([OH:20])=[C:12]3[CH:18]=[C:17]([C:68]([N:30]4[CH2:35][CH2:34][O:33][CH2:32][CH2:31]4)=[O:69])[S:16][C:13]3=[N:14][CH:15]=2)=[O:9])=[CH:4][CH:3]=1.